This data is from Reaction yield outcomes from USPTO patents with 853,638 reactions. The task is: Predict the reaction yield, written as a fraction of the theoretical maximum amount of product (1.0 means a 100% yield; for example, 0.34 means a 34% yield). (1) The reactants are [CH3:1][NH:2][CH2:3][C:4]([NH:6][CH2:7][C:8]1[CH:13]=[C:12]([C:14]2[CH:19]=[CH:18][C:17]([C:20]([F:23])([F:22])[F:21])=[CH:16][CH:15]=2)[N:11]=[CH:10][N:9]=1)=[O:5].C(N(CC)C(C)C)(C)C.[S:33]1[CH:37]=[CH:36][CH:35]=[C:34]1[S:38](Cl)(=[O:40])=[O:39].C(OCC)(=O)C. The catalyst is C(Cl)Cl. The product is [CH3:1][N:2]([S:38]([C:34]1[S:33][CH:37]=[CH:36][CH:35]=1)(=[O:40])=[O:39])[CH2:3][C:4]([NH:6][CH2:7][C:8]1[CH:13]=[C:12]([C:14]2[CH:19]=[CH:18][C:17]([C:20]([F:23])([F:21])[F:22])=[CH:16][CH:15]=2)[N:11]=[CH:10][N:9]=1)=[O:5]. The yield is 0.460. (2) The reactants are [C:1]([O:5][C:6]([N:8]1[CH2:13][CH2:12][N:11]([CH2:14][C:15]2[CH:16]=[C:17]3[C:21](=[CH:22][CH:23]=2)[NH:20][CH:19]=[CH:18]3)[CH2:10][CH2:9]1)=[O:7])([CH3:4])([CH3:3])[CH3:2].[C:24]([O:28][C:29](O[C:29]([O:28][C:24]([CH3:27])([CH3:26])[CH3:25])=[O:30])=[O:30])([CH3:27])([CH3:26])[CH3:25]. The catalyst is C(#N)C.CN(C1C=CN=CC=1)C. The product is [C:1]([O:5][C:6]([N:8]1[CH2:13][CH2:12][N:11]([CH2:14][C:15]2[CH:16]=[C:17]3[C:21](=[CH:22][CH:23]=2)[N:20]([C:29]([O:28][C:24]([CH3:27])([CH3:26])[CH3:25])=[O:30])[CH:19]=[CH:18]3)[CH2:10][CH2:9]1)=[O:7])([CH3:4])([CH3:2])[CH3:3]. The yield is 0.530. (3) The reactants are [C:1]1([C:7]([CH:9](Br)[C:10]2[CH:15]=[CH:14][CH:13]=[CH:12][CH:11]=2)=O)[CH:6]=[CH:5][CH:4]=[CH:3][CH:2]=1.[CH3:17][O:18][C:19]1[CH:24]=[CH:23][C:22](/[CH:25]=[N:26]/[NH:27][C:28](=[NH:30])[NH2:29])=[CH:21][CH:20]=1. The catalyst is C(O)C. The product is [CH3:17][O:18][C:19]1[CH:24]=[CH:23][C:22](/[CH:25]=[N:26]/[N:27]2[C:7]([C:1]3[CH:6]=[CH:5][CH:4]=[CH:3][CH:2]=3)=[C:9]([C:10]3[CH:15]=[CH:14][CH:13]=[CH:12][CH:11]=3)[N:29]=[C:28]2[NH2:30])=[CH:21][CH:20]=1. The yield is 0.680.